This data is from Full USPTO retrosynthesis dataset with 1.9M reactions from patents (1976-2016). The task is: Predict the reactants needed to synthesize the given product. (1) Given the product [CH3:1][C:2]1[C:3]([N+:14]([O-:16])=[O:15])=[C:4]([N+:39]([O-:41])=[O:40])[CH:5]=[CH:6][CH:7]=1, predict the reactants needed to synthesize it. The reactants are: [CH3:1][C:2]1[C:7]([N+]([O-])=O)=[CH:6][C:5]([N+]([O-])=O)=[CH:4][C:3]=1[N+:14]([O-:16])=[O:15].N(CCC[Si](OC)(OC)OC)=C=O.CC1C([N+:39]([O-:41])=[O:40])=CC(CO)=CC=1[N+]([O-])=O. (2) The reactants are: [C:1]([C:5]1[CH:6]=[C:7]([NH:17][C:18]([NH:20][C:21]2[C:30]3[C:25](=[CH:26][CH:27]=[CH:28][CH:29]=3)[C:24]([O:31][CH2:32][C:33]3[CH:38]=[CH:37][N:36]=[CH:35][CH:34]=3)=[CH:23][CH:22]=2)=[O:19])N(C2C=CC(C)=CC=2)N=1)([CH3:4])([CH3:3])[CH3:2].[CH:39]([C:42]1[CH:47]=[CH:46][C:45]([NH:48][NH2:49])=[CH:44][CH:43]=1)([CH3:41])[CH3:40]. Given the product [C:1]([C:5]1[CH:6]=[C:7]([NH:17][C:18]([NH:20][C:21]2[C:30]3[C:25](=[CH:26][CH:27]=[CH:28][CH:29]=3)[C:24]([O:31][CH2:32][C:33]3[CH:34]=[CH:35][N:36]=[CH:37][CH:38]=3)=[CH:23][CH:22]=2)=[O:19])[N:48]([C:45]2[CH:46]=[CH:47][C:42]([CH:39]([CH3:41])[CH3:40])=[CH:43][CH:44]=2)[N:49]=1)([CH3:4])([CH3:2])[CH3:3], predict the reactants needed to synthesize it. (3) Given the product [Cl:1][C:2]1[CH:7]=[CH:6][CH:5]=[C:4]([OH:8])[C:3]=1[CH2:10][S:11][C:12]1[N:17]=[C:16]([OH:18])[CH:15]=[C:14]([CH3:19])[N:13]=1, predict the reactants needed to synthesize it. The reactants are: [Cl:1][C:2]1[CH:7]=[CH:6][CH:5]=[C:4]([O:8]C)[C:3]=1[CH2:10][S:11][C:12]1[N:17]=[C:16]([OH:18])[CH:15]=[C:14]([CH3:19])[N:13]=1.B(Br)(Br)Br.O.[O-]S([O-])(=O)=O.[Na+].[Na+].